This data is from Forward reaction prediction with 1.9M reactions from USPTO patents (1976-2016). The task is: Predict the product of the given reaction. (1) Given the reactants C[O:2][C:3](=[O:22])[CH2:4][NH:5][C:6]([C:8]1[C:13]([OH:14])=[CH:12][C:11]([C:15]2[CH:20]=[CH:19][CH:18]=[C:17]([Cl:21])[CH:16]=2)=[CH:10][N:9]=1)=[O:7].[OH-].[Na+].Cl, predict the reaction product. The product is: [Cl:21][C:17]1[CH:16]=[C:15]([C:11]2[CH:12]=[C:13]([OH:14])[C:8]([C:6]([NH:5][CH2:4][C:3]([OH:22])=[O:2])=[O:7])=[N:9][CH:10]=2)[CH:20]=[CH:19][CH:18]=1. (2) Given the reactants [NH:1]1[C:9]2[C:4](=[CH:5][CH:6]=[CH:7][CH:8]=2)[CH:3]=[CH:2]1.Br.Br[CH2:12][CH2:13][N:14]([CH2:17][CH3:18])[CH2:15][CH3:16], predict the reaction product. The product is: [CH2:13]([N:14]([CH2:17][CH3:18])[CH2:15][CH2:16][N:1]1[C:9]2[C:4](=[CH:5][CH:6]=[CH:7][CH:8]=2)[CH:3]=[CH:2]1)[CH3:12]. (3) Given the reactants ClC1N=C(C2SC(C(C)C)=NC=2C2C=C(N[S:23]([C:26]3[C:31](F)=[CH:30]C=CC=3F)(=[O:25])=[O:24])C=CC=2)C=CN=1.[Cl:34][C:35]1[N:40]=[C:39]([C:41]2[S:45][C:44]([N:46]3[CH2:51][CH2:50][O:49][CH2:48][CH2:47]3)=[N:43][C:42]=2[C:52]2[C:53]([F:59])=[C:54]([CH:56]=[CH:57][CH:58]=2)[NH2:55])[CH:38]=[CH:37][N:36]=1.C1(S(Cl)(=O)=O)CC1, predict the reaction product. The product is: [Cl:34][C:35]1[N:40]=[C:39]([C:41]2[S:45][C:44]([N:46]3[CH2:47][CH2:48][O:49][CH2:50][CH2:51]3)=[N:43][C:42]=2[C:52]2[C:53]([F:59])=[C:54]([NH:55][S:23]([CH:26]3[CH2:31][CH2:30]3)(=[O:24])=[O:25])[CH:56]=[CH:57][CH:58]=2)[CH:38]=[CH:37][N:36]=1.